This data is from Full USPTO retrosynthesis dataset with 1.9M reactions from patents (1976-2016). The task is: Predict the reactants needed to synthesize the given product. (1) Given the product [F:1][C:2]1[CH:14]=[C:13]([CH:12]=[CH:11][C:3]=1[O:4][C:5]1[CH:10]=[CH:9][N:8]=[CH:7][CH:6]=1)[NH2:15], predict the reactants needed to synthesize it. The reactants are: [F:1][C:2]1[CH:14]=[C:13]([N+:15]([O-])=O)[CH:12]=[CH:11][C:3]=1[O:4][C:5]1[CH:10]=[CH:9][N:8]=[CH:7][CH:6]=1.[Cl-].[NH4+]. (2) Given the product [NH2:12][CH2:11][CH2:10][NH:13][C:2]1[CH:9]=[CH:8][C:5]([C:6]#[N:7])=[CH:4][N:3]=1, predict the reactants needed to synthesize it. The reactants are: Cl[C:2]1[CH:9]=[CH:8][C:5]([C:6]#[N:7])=[CH:4][N:3]=1.[CH2:10]([NH2:13])[CH2:11][NH2:12].C(=O)([O-])[O-].[K+].[K+]. (3) Given the product [CH3:1][C:2]1[CH:15]=[C:14]([N+:16]([O-:18])=[O:17])[CH:13]=[CH:12][C:3]=1[C:4]1[C:6]2[CH2:10][CH2:9][CH2:8][C:7]=2[N:25]=[CH:23][N:24]=1, predict the reactants needed to synthesize it. The reactants are: [CH3:1][C:2]1[CH:15]=[C:14]([N+:16]([O-:18])=[O:17])[CH:13]=[CH:12][C:3]=1[C:4]([CH:6]1[CH2:10][CH2:9][CH2:8][C:7]1=O)=O.CC(O)=O.[CH:23]([NH2:25])=[NH:24]. (4) Given the product [F:7][C:8]1[CH:9]=[C:10]([CH:34]=[CH:35][CH:36]=1)[CH2:11][N:12]1[C:24]2[CH2:23][CH2:22][C@@H:21]([NH:25][C:26](=[O:30])[CH:27]([CH3:28])[CH3:29])[CH2:20][C:19]=2[C:18]2[C:13]1=[CH:14][CH:15]=[C:16]([CH:31]1[N:32]([CH3:37])[C:2]([CH3:6])=[CH:3][S:33]1)[CH:17]=2, predict the reactants needed to synthesize it. The reactants are: Br[CH:2]([CH3:6])[C:3](=O)C.[F:7][C:8]1[CH:9]=[C:10]([CH:34]=[CH:35][CH:36]=1)[CH2:11][N:12]1[C:24]2[CH2:23][CH2:22][C@@H:21]([NH:25][C:26](=[O:30])[CH:27]([CH3:29])[CH3:28])[CH2:20][C:19]=2[C:18]2[C:13]1=[CH:14][CH:15]=[C:16]([C:31](=[S:33])[NH2:32])[CH:17]=2.[CH3:37]N(C=O)C. (5) Given the product [C:1]([O:5][C:6]([N:7]([C:8]1[C:13]([C:14]2[O:18][N:17]=[C:16]([CH2:19][Cl:20])[CH:15]=2)=[CH:12][CH:11]=[CH:10][N:9]=1)[C:22]([O:24][C:25]([CH3:28])([CH3:27])[CH3:26])=[O:23])=[O:21])([CH3:4])([CH3:2])[CH3:3], predict the reactants needed to synthesize it. The reactants are: [C:1]([O:5][C:6](=[O:21])[NH:7][C:8]1[C:13]([C:14]2[O:18][N:17]=[C:16]([CH2:19][Cl:20])[CH:15]=2)=[CH:12][CH:11]=[CH:10][N:9]=1)([CH3:4])([CH3:3])[CH3:2].[C:22](O[C:22]([O:24][C:25]([CH3:28])([CH3:27])[CH3:26])=[O:23])([O:24][C:25]([CH3:28])([CH3:27])[CH3:26])=[O:23].C(OCC)(=O)C.O.[Cl-].[Na+].